Dataset: NCI-60 drug combinations with 297,098 pairs across 59 cell lines. Task: Regression. Given two drug SMILES strings and cell line genomic features, predict the synergy score measuring deviation from expected non-interaction effect. Drug 1: CN1CCC(CC1)COC2=C(C=C3C(=C2)N=CN=C3NC4=C(C=C(C=C4)Br)F)OC. Drug 2: C1CC(=O)NC(=O)C1N2C(=O)C3=CC=CC=C3C2=O. Cell line: SK-OV-3. Synergy scores: CSS=17.3, Synergy_ZIP=-4.68, Synergy_Bliss=5.83, Synergy_Loewe=-7.55, Synergy_HSA=5.79.